Dataset: Full USPTO retrosynthesis dataset with 1.9M reactions from patents (1976-2016). Task: Predict the reactants needed to synthesize the given product. (1) Given the product [CH3:25][N:24]([CH2:26][C:27]1[CH:32]=[CH:31][CH:30]=[CH:29][C:28]=1[C:33]1[CH:34]=[CH:35][C:36]([NH:39][C:9](=[O:11])[CH:8]([C:3]2[CH:4]=[CH:5][CH:6]=[CH:7][C:2]=2[F:1])[NH:12][C:13]([NH:15][C:16]2[CH:21]=[CH:20][C:19]([Cl:22])=[CH:18][CH:17]=2)=[O:14])=[CH:37][CH:38]=1)[CH3:23], predict the reactants needed to synthesize it. The reactants are: [F:1][C:2]1[CH:7]=[CH:6][CH:5]=[CH:4][C:3]=1[CH:8]([NH:12][C:13]([NH:15][C:16]1[CH:21]=[CH:20][C:19]([Cl:22])=[CH:18][CH:17]=1)=[O:14])[C:9]([OH:11])=O.[CH3:23][N:24]([CH2:26][C:27]1[CH:32]=[CH:31][CH:30]=[CH:29][C:28]=1[C:33]1[CH:38]=[CH:37][C:36]([NH2:39])=[CH:35][CH:34]=1)[CH3:25].O=P(Cl)(Cl)Cl. (2) Given the product [CH3:3][C@@H:4]1[CH:11]=[CH:10][CH2:9][C:6]2([CH2:7][CH2:8]2)[C@H:5]1[C:12](=[O:14])[CH3:13], predict the reactants needed to synthesize it. The reactants are: CO.[CH3:3][C@@H:4]1[CH:11]=[CH:10][CH2:9][C:6]2([CH2:8][CH2:7]2)[C@@H:5]1[C:12](=[O:14])[CH3:13].[NH4+].[Cl-]. (3) Given the product [NH2:1][C:2]1[CH:11]=[CH:10][C:9]([C:12]([C:14]2[N:22]3[C:17]([CH:18]=[CH:19][CH:20]=[CH:21]3)=[C:16]([C:23]3[CH:24]=[C:25]([CH:26]=[CH:27][CH:28]=3)[O:29][CH2:30][C:31]([OH:33])=[O:32])[C:15]=2[CH3:38])=[O:13])=[CH:8][C:3]=1[C:4]([O:6][CH3:7])=[O:5], predict the reactants needed to synthesize it. The reactants are: [NH2:1][C:2]1[CH:11]=[CH:10][C:9]([C:12]([C:14]2[N:22]3[C:17]([CH:18]=[CH:19][CH:20]=[CH:21]3)=[C:16]([C:23]3[CH:28]=[CH:27][CH:26]=[C:25]([O:29][CH2:30][C:31]([O:33]C(C)(C)C)=[O:32])[CH:24]=3)[C:15]=2[CH3:38])=[O:13])=[CH:8][C:3]=1[C:4]([O:6][CH3:7])=[O:5].O. (4) Given the product [O:5]=[C:6]1[N:8]2[CH2:13][CH2:12][N:11]([C:14]([O:16][C:17]([CH3:19])([CH3:20])[CH3:18])=[O:15])[CH2:10][C:9]2([CH2:21][C:22]2[CH:23]=[CH:24][CH:25]=[CH:26][CH:27]=2)[CH2:28][O:7]1, predict the reactants needed to synthesize it. The reactants are: CC([O:5][C:6]([N:8]1[CH2:13][CH2:12][N:11]([C:14]([O:16][C:17]([CH3:20])([CH3:19])[CH3:18])=[O:15])[CH2:10][C:9]1([CH2:28]O)[CH2:21][C:22]1[CH:27]=[CH:26][CH:25]=[CH:24][CH:23]=1)=[O:7])(C)C.[H-].[Na+].C(=O)([O-])O.[Na+]. (5) The reactants are: [F:1][C:2]([F:36])([F:35])[C:3]1[CH:4]=[C:5]([CH:28]=[C:29]([C:31]([F:34])([F:33])[F:32])[CH:30]=1)[C:6]([N:8]1[CH2:27][CH2:26][C:11]2([N:15]([C:16]3[CH:21]=[CH:20][CH:19]=[CH:18][CH:17]=3)[CH2:14][N:13]([CH2:22][CH2:23]O)[C:12]2=[O:25])[CH2:10][CH2:9]1)=[O:7].[CH3:37][N:38]1[CH2:43][CH2:42][NH:41][CH2:40][CH2:39]1. Given the product [F:36][C:2]([F:1])([F:35])[C:3]1[CH:4]=[C:5]([CH:28]=[C:29]([C:31]([F:32])([F:34])[F:33])[CH:30]=1)[C:6]([N:8]1[CH2:27][CH2:26][C:11]2([N:15]([C:16]3[CH:17]=[CH:18][CH:19]=[CH:20][CH:21]=3)[CH2:14][N:13]([CH2:22][CH2:23][N:41]3[CH2:42][CH2:43][N:38]([CH3:37])[CH2:39][CH2:40]3)[C:12]2=[O:25])[CH2:10][CH2:9]1)=[O:7], predict the reactants needed to synthesize it. (6) Given the product [Cl:1][C:2]1[CH:3]=[CH:4][C:5]([CH2:6][N:7]2[C:15]3[C:10](=[N:11][C:12]([C:22]([O:24][CH3:25])=[O:23])=[N:13][C:14]=3[NH:16][C@@H:17]([CH:19]3[CH2:20][CH2:21]3)[CH3:18])[N:9]=[C:8]2[C:26]2[CH:31]=[C:30]([CH3:32])[CH:29]=[CH:28][C:27]=2[O:33][CH2:34][CH2:35][CH2:36][O:37][S:48]([CH3:47])(=[O:50])=[O:49])=[CH:38][CH:39]=1, predict the reactants needed to synthesize it. The reactants are: [Cl:1][C:2]1[CH:39]=[CH:38][C:5]([CH2:6][N:7]2[C:15]3[C:10](=[N:11][C:12]([C:22]([O:24][CH3:25])=[O:23])=[N:13][C:14]=3[NH:16][C@@H:17]([CH:19]3[CH2:21][CH2:20]3)[CH3:18])[N:9]=[C:8]2[C:26]2[CH:31]=[C:30]([CH3:32])[CH:29]=[CH:28][C:27]=2[O:33][CH2:34][CH2:35][CH2:36][OH:37])=[CH:4][CH:3]=1.C(N(CC)CC)C.[CH3:47][S:48](Cl)(=[O:50])=[O:49].